Dataset: Catalyst prediction with 721,799 reactions and 888 catalyst types from USPTO. Task: Predict which catalyst facilitates the given reaction. (1) Reactant: [NH2:1][C:2]1[CH:11]=[CH:10][CH:9]=[C:8]2[C:3]=1[CH:4]=[CH:5][N:6]([CH:13]1[CH2:16][CH2:15][CH2:14]1)[C:7]2=[O:12].[Cl:17][C:18]1[CH:23]=[CH:22][C:21]([CH2:24][C:25](O)=[O:26])=[CH:20][C:19]=1[C:28]([F:31])([F:30])[F:29]. Product: [Cl:17][C:18]1[CH:23]=[CH:22][C:21]([CH2:24][C:25]([NH:1][C:2]2[CH:11]=[CH:10][CH:9]=[C:8]3[C:3]=2[CH:4]=[CH:5][N:6]([CH:13]2[CH2:16][CH2:15][CH2:14]2)[C:7]3=[O:12])=[O:26])=[CH:20][C:19]=1[C:28]([F:29])([F:30])[F:31]. The catalyst class is: 389. (2) Reactant: [CH3:1][O:2][C:3]1([O:10][CH3:11])[CH2:8][CH2:7][O:6][CH2:5][C@@H:4]1[OH:9].[CH3:12]C([O-])(C)C.[K+].S(OC)(OC)(=O)=O.O. Product: [CH3:12][O:9][C@@H:4]1[C:3]([O:10][CH3:11])([O:2][CH3:1])[CH2:8][CH2:7][O:6][CH2:5]1. The catalyst class is: 76. (3) Reactant: [H-].[Na+].Cl[CH2:4][CH2:5][S:6](Cl)(=[O:8])=[O:7].[CH:10]1([O:16][C:17]2[N:22]=[CH:21][C:20]([C:23]3[C:24]([NH2:30])=[N:25][CH:26]=[C:27]([CH3:29])[N:28]=3)=[CH:19][CH:18]=2)[CH2:15][CH2:14][CH2:13][CH2:12][CH2:11]1. Product: [CH:10]1([O:16][C:17]2[N:22]=[CH:21][C:20]([C:23]3[C:24]4=[N:30][S:6](=[O:8])(=[O:7])[CH2:5][CH2:4][N:25]4[CH:26]=[C:27]([CH3:29])[N:28]=3)=[CH:19][CH:18]=2)[CH2:11][CH2:12][CH2:13][CH2:14][CH2:15]1. The catalyst class is: 1. (4) Reactant: [F:1][C:2]1[CH:7]=[C:6]([F:8])[CH:5]=[CH:4][C:3]=1[C@@:9]1([CH2:13][N:14]2[CH:18]=[N:17][CH:16]=[N:15]2)[C@H:11]([CH3:12])[O:10]1.[F:19][C:20]1[CH:21]=[CH:22][C:23]([CH:26]2[CH2:31][CH2:30][NH:29][CH2:28][CH2:27]2)=[N:24][CH:25]=1.O.O.O.Cl([O-])(=O)(=O)=O.[Li+]. Product: [F:1][C:2]1[CH:7]=[C:6]([F:8])[CH:5]=[CH:4][C:3]=1[C@:9]([OH:10])([C@H:11]([N:29]1[CH2:30][CH2:31][CH:26]([C:23]2[CH:22]=[CH:21][C:20]([F:19])=[CH:25][N:24]=2)[CH2:27][CH2:28]1)[CH3:12])[CH2:13][N:14]1[CH:18]=[N:17][CH:16]=[N:15]1. The catalyst class is: 10. (5) Reactant: F.[Si]([O:9][C:10]1[CH:15]=[CH:14][C:13]([C:16]2[O:17][C:18]3[C:24]([CH:25]=[CH2:26])=[CH:23][CH:22]=[CH:21][C:19]=3[N:20]=2)=[CH:12][C:11]=1[F:27])(C(C)(C)C)(C)C.C1C[O:31]CC1.C(#N)C. Product: [F:27][C:11]1[CH:12]=[C:13]([C:16]2[O:17][C:18]3[C:24]([CH:25]=[CH2:26])=[CH:23][C:22]([OH:31])=[CH:21][C:19]=3[N:20]=2)[CH:14]=[CH:15][C:10]=1[OH:9]. The catalyst class is: 6. (6) Reactant: [CH3:1][C@@:2]([OH:30])([C:26]([CH3:29])([CH3:28])[CH3:27])[C@@H:3]1[C@@:8]2([O:24][CH3:25])[C@@H:9]3[O:23][C:18]4=[C:19]([OH:22])[CH:20]=[CH:21][C:16]5=[C:17]4[C@:10]43[CH2:11][CH2:12][NH:13][C@H:14]([CH2:15]5)[C@@:5]4(CC2)[CH2:4]1.C([O-])(O)=O.[Na+].[CH2:36](Br)[CH:37]=[CH2:38].[NH4+].[OH-].[CH3:42][C:43](N(C)C)=O. Product: [CH2:36]([N:13]1[CH2:12][CH2:11][C@@:10]23[C:17]4[C:16]5[CH2:15][C@@H:14]1[C@H:5]2[CH2:4][C@H:3]([C@:2]([OH:30])([C:26]([CH3:27])([CH3:28])[CH3:29])[CH3:1])[C@H:8]([O:24][CH3:25])[C@@H:9]3[O:23][C:18]=4[C:19]([OH:22])=[C:20]1[CH2:43][CH2:42][C:21]1=5)[CH:37]=[CH2:38]. The catalyst class is: 6. (7) Reactant: [N+:1]([C:4]1[CH:5]=[CH:6][CH:7]=[C:8]2[C:13]=1[N:12]=[CH:11][C:10]([OH:14])=[CH:9]2)([O-:3])=[O:2].[F:15][CH:16](F)[CH2:17]OS(C)(=O)=O.C(=O)([O-])[O-].[K+].[K+].C(=O)([O-])[O-].[Na+].[Na+]. The catalyst class is: 204. Product: [F:15][CH2:16][CH2:17][O:14][C:10]1[CH:11]=[N:12][C:13]2[C:8]([CH:9]=1)=[CH:7][CH:6]=[CH:5][C:4]=2[N+:1]([O-:3])=[O:2]. (8) Reactant: [N:1]1([CH2:7][C:8]2[CH:17]=[CH:16][C:15]3[C:10](=[CH:11][CH:12]=[CH:13][C:14]=3[N+:18]([O-])=O)[N:9]=2)[CH2:6][CH2:5][O:4][CH2:3][CH2:2]1.C(=O)([O-])[O-].[K+].[K+]. Product: [NH2:18][C:14]1[CH:13]=[CH:12][CH:11]=[C:10]2[C:15]=1[CH:16]=[CH:17][C:8]([CH2:7][N:1]1[CH2:2][CH2:3][O:4][CH2:5][CH2:6]1)=[N:9]2. The catalyst class is: 19.